From a dataset of CYP2D6 inhibition data for predicting drug metabolism from PubChem BioAssay. Regression/Classification. Given a drug SMILES string, predict its absorption, distribution, metabolism, or excretion properties. Task type varies by dataset: regression for continuous measurements (e.g., permeability, clearance, half-life) or binary classification for categorical outcomes (e.g., BBB penetration, CYP inhibition). Dataset: cyp2d6_veith. (1) The molecule is CN(C)c1ncc2nc(-c3cc(F)cc(F)c3)c(=O)n(C)c2n1. The result is 0 (non-inhibitor). (2) The compound is CC(C)(C)NC(=O)CN(Cc1cccs1)C(=O)C1COc2ccccc2O1. The result is 1 (inhibitor). (3) The drug is CC[C@H](Oc1ccc(Cl)cc1)C(=O)OC1C[C@@H]2CC[C@H](C1)N2C. The result is 1 (inhibitor). (4) The drug is Cc1ccc(COc2coc(CO)cc2=O)cc1. The result is 0 (non-inhibitor). (5) The drug is O=C(O/N=C\c1ccc(N2CCCCC2)c([N+](=O)[O-])c1)c1cccc(Cl)c1. The result is 0 (non-inhibitor).